Dataset: Forward reaction prediction with 1.9M reactions from USPTO patents (1976-2016). Task: Predict the product of the given reaction. (1) Given the reactants C(Cl)(=O)C.Cl.[C:6]12([C:13]([O:15][CH3:16])=[O:14])[NH:12][CH:9]([CH2:10][CH2:11]1)[CH2:8][CH2:7]2.C(N(CC)CC)C.[C:24](O[C:24]([O:26][C:27]([CH3:30])([CH3:29])[CH3:28])=[O:25])([O:26][C:27]([CH3:30])([CH3:29])[CH3:28])=[O:25], predict the reaction product. The product is: [C:6]12([C:13]([O:15][CH3:16])=[O:14])[N:12]([C:24]([O:26][C:27]([CH3:30])([CH3:29])[CH3:28])=[O:25])[CH:9]([CH2:8][CH2:7]1)[CH2:10][CH2:11]2. (2) Given the reactants [CH3:1][O:2][C:3]1[C:29]([O:30][CH3:31])=[CH:28][CH:27]=[C:26]2[C:4]=1[CH2:5][C:6]1[C:7]3[CH:8]2[CH2:9][N:10](S(C2C=CC(C)=CC=2)(=O)=O)[CH2:11][C:12]=3[CH:13]=[CH:14][CH:15]=1.CO.P([O-])([O-])(O)=O.[Na+].[Na+], predict the reaction product. The product is: [CH3:1][O:2][C:3]1[C:29]([O:30][CH3:31])=[CH:28][CH:27]=[C:26]2[C:4]=1[CH2:5][C:6]1[C:7]3[CH:8]2[CH2:9][NH:10][CH2:11][C:12]=3[CH:13]=[CH:14][CH:15]=1. (3) Given the reactants Cl.Cl.[F:3][C:4]1[C:9]([CH:10]2[CH2:15][CH2:14][CH2:13][NH:12][CH2:11]2)=[CH:8][CH:7]=[CH:6][N:5]=1.C(Cl)Cl.C(N(CC)CC)C.[C:26](OC(=O)C)(=[O:28])[CH3:27], predict the reaction product. The product is: [F:3][C:4]1[C:9]([CH:10]2[CH2:15][CH2:14][CH2:13][N:12]([C:26](=[O:28])[CH3:27])[CH2:11]2)=[CH:8][CH:7]=[CH:6][N:5]=1. (4) Given the reactants [O:1]1[CH:5]=[CH:4][N:3]=[C:2]1[CH2:6][NH:7][C:8]1[CH2:12][S:11][C:10](=[O:13])[N:9]=1.[F:14][C:15]([F:36])([F:35])[C:16]1[CH:30]=[C:29]([C:31]([F:34])([F:33])[F:32])[CH:28]=[CH:27][C:17]=1[CH2:18][N:19]1[CH2:24][CH2:23][CH:22]([CH:25]=O)[CH2:21][CH2:20]1.C([O-])(=O)C.[NH2+]1CCCCC1, predict the reaction product. The product is: [F:36][C:15]([F:14])([F:35])[C:16]1[CH:30]=[C:29]([C:31]([F:34])([F:33])[F:32])[CH:28]=[CH:27][C:17]=1[CH2:18][N:19]1[CH2:24][CH2:23][CH:22](/[CH:25]=[C:12]2/[C:8]([NH:7][CH2:6][C:2]3[O:1][CH:5]=[CH:4][N:3]=3)=[N:9][C:10](=[O:13])[S:11]/2)[CH2:21][CH2:20]1. (5) Given the reactants Cl[C:2]1[CH:11]=[CH:10][N:9]=[C:8]2[C:3]=1[C:4]1[CH:16]=[CH:15][CH:14]=[CH:13][C:5]=1[C:6](=[O:12])[NH:7]2.[C:17]([C:19]1[CH:24]=[CH:23][C:22]([C:25]([F:28])([F:27])[F:26])=[CH:21][CH:20]=1)#[CH:18], predict the reaction product. The product is: [F:26][C:25]([F:27])([F:28])[C:22]1[CH:21]=[CH:20][C:19]([C:17]#[C:18][C:2]2[CH:11]=[CH:10][N:9]=[C:8]3[C:3]=2[C:4]2[CH:16]=[CH:15][CH:14]=[CH:13][C:5]=2[C:6](=[O:12])[NH:7]3)=[CH:24][CH:23]=1. (6) The product is: [Cl:38][C:32]1[CH:33]=[CH:34][C:35]([Cl:37])=[CH:36][C:31]=1[CH2:30][S:27]([C:24]1[CH:25]=[C:26]2[C:21](=[CH:22][CH:23]=1)[NH:20][C:19](=[O:39])/[C:18]/2=[CH:17]\[C:14]1[NH:13][C:12]([CH3:40])=[C:11]([C:9]([N:62]2[CH2:61][CH2:60][CH2:59][C@H:63]2[CH2:64][N:13]2[CH2:14][CH2:15][CH2:11][CH2:12]2)=[O:10])[C:15]=1[CH3:16])(=[O:28])=[O:29]. Given the reactants O=C1CCC(=O)N1O[C:9]([C:11]1[C:15]([CH3:16])=[C:14](/[CH:17]=[C:18]2\[C:19](=[O:39])[NH:20][C:21]3[C:26]\2=[CH:25][C:24]([S:27]([CH2:30][C:31]2[CH:36]=[C:35]([Cl:37])[CH:34]=[CH:33][C:32]=2[Cl:38])(=[O:29])=[O:28])=[CH:23][CH:22]=3)[NH:13][C:12]=1[CH3:40])=[O:10].FC(F)(F)C1C=C(CS(C2C=[C:59]3[C:63](=[CH:64]C=2)[NH:62][C:61](=O)[CH2:60]3)(=O)=O)C=C(C(F)(F)F)C=1, predict the reaction product. (7) The product is: [F:26][C:23]1[CH:24]=[CH:25][C:20]([C:15]2[C:14]([CH2:13][O:12][C:9]3[N:8]=[N:7][C:6]([C:4]([OH:5])=[O:3])=[CH:11][CH:10]=3)=[C:18]([CH3:19])[O:17][N:16]=2)=[N:21][CH:22]=1. Given the reactants C([O:3][C:4]([C:6]1[N:7]=[N:8][C:9]([O:12][CH2:13][C:14]2[C:15]([C:20]3[CH:25]=[CH:24][C:23]([F:26])=[CH:22][N:21]=3)=[N:16][O:17][C:18]=2[CH3:19])=[CH:10][CH:11]=1)=[O:5])C.O.[OH-].[Li+].Cl, predict the reaction product. (8) Given the reactants C(O)(C(F)(F)F)=O.C(OC([N:15]([CH2:20][C:21]1[CH:22]=[CH:23][C:24]([C:27]2[S:35][C:34]3[C:29](=[N:30][CH:31]=[CH:32][C:33]=3[O:36][C:37]3[CH:42]=[CH:41][C:40]([NH:43][C:44](=[O:57])[NH:45][CH:46]4[CH2:49][N:48](C(OC(C)(C)C)=O)[CH2:47]4)=[CH:39][C:38]=3[F:58])[CH:28]=2)=[N:25][CH:26]=1)[CH2:16][CH2:17][O:18][CH3:19])=O)(C)(C)C, predict the reaction product. The product is: [NH:48]1[CH2:47][CH:46]([NH:45][C:44]([NH:43][C:40]2[CH:41]=[CH:42][C:37]([O:36][C:33]3[CH:32]=[CH:31][N:30]=[C:29]4[CH:28]=[C:27]([C:24]5[CH:23]=[CH:22][C:21]([CH2:20][NH:15][CH2:16][CH2:17][O:18][CH3:19])=[CH:26][N:25]=5)[S:35][C:34]=34)=[C:38]([F:58])[CH:39]=2)=[O:57])[CH2:49]1.